Dataset: Reaction yield outcomes from USPTO patents with 853,638 reactions. Task: Predict the reaction yield, written as a fraction of the theoretical maximum amount of product (1.0 means a 100% yield; for example, 0.34 means a 34% yield). The reactants are C[Al](C)C.[CH3:5][C:6]1[CH:15]=[CH:14][C:13]2[C:8](=[CH:9][CH:10]=[CH:11][C:12]=2[N:16]2[CH2:21][CH2:20][N:19]([CH2:22][CH2:23][C:24]3[CH:25]=[C:26]([CH:28]=[CH:29][CH:30]=3)[NH2:27])[CH2:18][CH2:17]2)[N:7]=1.[C:31]1([C:40]2[C:35](=[CH:36][CH:37]=[CH:38][CH:39]=2)[CH2:34]O1)=[O:32].C(N(CC)C(C)C)(C)C.CS(Cl)(=O)=O. The catalyst is ClCCl. The product is [CH3:5][C:6]1[CH:15]=[CH:14][C:13]2[C:8](=[CH:9][CH:10]=[CH:11][C:12]=2[N:16]2[CH2:17][CH2:18][N:19]([CH2:22][CH2:23][C:24]3[CH:25]=[C:26]([N:27]4[CH2:34][C:35]5[C:40](=[CH:39][CH:38]=[CH:37][CH:36]=5)[C:31]4=[O:32])[CH:28]=[CH:29][CH:30]=3)[CH2:20][CH2:21]2)[N:7]=1. The yield is 0.450.